This data is from Catalyst prediction with 721,799 reactions and 888 catalyst types from USPTO. The task is: Predict which catalyst facilitates the given reaction. (1) Reactant: C(=O)([O-])[O-].[Cs+].[Cs+].[N+:7]([C:10]1[CH:16]=[CH:15][CH:14]=[CH:13][C:11]=1[NH2:12])([O-:9])=[O:8].F[C:18]1[CH:25]=[CH:24][C:23]([C:26]([F:29])([F:28])[F:27])=[CH:22][C:19]=1[C:20]#[N:21].Cl. Product: [N+:7]([C:10]1[CH:16]=[CH:15][CH:14]=[CH:13][C:11]=1[NH:12][C:18]1[CH:25]=[CH:24][C:23]([C:26]([F:27])([F:29])[F:28])=[CH:22][C:19]=1[C:20]#[N:21])([O-:9])=[O:8]. The catalyst class is: 3. (2) Reactant: [CH3:1][O:2][C:3](=[O:39])[CH:4]([C:10]1[CH:11]=[C:12]([C:30]2[CH:35]=[CH:34][CH:33]=[C:32]([N+:36]([O-:38])=[O:37])[CH:31]=2)[C:13]([OH:29])=[C:14]([C:16]2[NH:17][C:18]3[C:23]([CH:24]=2)=[CH:22][C:21]([C:25](OC)=[NH:26])=[CH:20][CH:19]=3)[CH:15]=1)[CH2:5][C:6]([O:8][CH3:9])=[O:7].C(=O)([O-])[O-].[NH4+:44].[NH4+]. Product: [CH3:1][O:2][C:3](=[O:39])[CH:4]([C:10]1[CH:11]=[C:12]([C:30]2[CH:35]=[CH:34][CH:33]=[C:32]([N+:36]([O-:38])=[O:37])[CH:31]=2)[C:13]([OH:29])=[C:14]([C:16]2[NH:17][C:18]3[C:23]([CH:24]=2)=[CH:22][C:21]([C:25](=[NH:26])[NH2:44])=[CH:20][CH:19]=3)[CH:15]=1)[CH2:5][C:6]([O:8][CH3:9])=[O:7]. The catalyst class is: 5. (3) Reactant: [NH2:1][C@H:2]1[CH2:7][CH2:6][C@H:5]([NH:8][C:9]2[CH:10]=[C:11]([N:28]([CH:38]3[CH2:40][CH2:39]3)CC3C=CC(OC)=CC=3)[C:12]3[N:13]([C:15]([C:18]([NH:20][C:21]4[CH:26]=[CH:25][N:24]=[CH:23][C:22]=4F)=[O:19])=[CH:16][N:17]=3)[N:14]=2)[CH2:4][CH2:3]1.CCN(C(C)C)C(C)C.Br[CH2:51][C:52]([O:54][CH3:55])=[O:53].C(O)(C(F)(F)[F:59])=O. Product: [CH:38]1([NH:28][C:11]2[C:12]3[N:13]([C:15]([C:18](=[O:19])[NH:20][C:21]4[CH:26]=[CH:25][N:24]=[C:23]([F:59])[CH:22]=4)=[CH:16][N:17]=3)[N:14]=[C:9]([NH:8][C@H:5]3[CH2:4][CH2:3][C@H:2]([NH:1][CH2:51][C:52]([O:54][CH3:55])=[O:53])[CH2:7][CH2:6]3)[CH:10]=2)[CH2:40][CH2:39]1. The catalyst class is: 2. (4) Reactant: [F:1][C:2]1[CH:7]=[CH:6][CH:5]=[C:4]([CH:8](O)[CH3:9])[C:3]=1[OH:11]. Product: [CH2:8]([C:4]1[CH:5]=[CH:6][CH:7]=[C:2]([F:1])[C:3]=1[OH:11])[CH3:9]. The catalyst class is: 19. (5) Reactant: Br[C:2]1[C:10]2[O:9][C:8]3[C:11]([C:15]4[N:20]=[C:19]([C:21]5[CH:26]=[CH:25][CH:24]=[CH:23][CH:22]=5)[N:18]=[C:17]([C:27]5[CH:32]=[CH:31][CH:30]=[CH:29][CH:28]=5)[N:16]=4)=[CH:12][CH:13]=[CH:14][C:7]=3[C:6]=2[CH:5]=[CH:4][CH:3]=1.[C:33]1([C:52]2[CH:57]=[CH:56][CH:55]=[CH:54][CH:53]=2)[CH:38]=[CH:37][C:36]([NH:39][C:40]2[CH:45]=[CH:44][C:43]([C:46]3[CH:51]=[CH:50][CH:49]=[CH:48][CH:47]=3)=[CH:42][CH:41]=2)=[CH:35][CH:34]=1.N#N.P(C(C)(C)C)(C(C)(C)C)C(C)(C)C.CC([O-])(C)C.[Na+]. Product: [C:43]1([C:46]2[CH:47]=[CH:48][CH:49]=[CH:50][CH:51]=2)[CH:42]=[CH:41][C:40]([N:39]([C:36]2[CH:37]=[CH:38][C:33]([C:52]3[CH:57]=[CH:56][CH:55]=[CH:54][CH:53]=3)=[CH:34][CH:35]=2)[C:2]2[C:10]3[O:9][C:8]4[C:11]([C:15]5[N:20]=[C:19]([C:21]6[CH:26]=[CH:25][CH:24]=[CH:23][CH:22]=6)[N:18]=[C:17]([C:27]6[CH:32]=[CH:31][CH:30]=[CH:29][CH:28]=6)[N:16]=5)=[CH:12][CH:13]=[CH:14][C:7]=4[C:6]=3[CH:5]=[CH:4][CH:3]=2)=[CH:45][CH:44]=1. The catalyst class is: 493. (6) Reactant: [C:1]1([C@H:7]2[C@@H:11]([C:12]3[CH:17]=[CH:16][CH:15]=[CH:14][CH:13]=3)[NH:10][C:9](=[S:18])[NH:8]2)[CH:6]=[CH:5][CH:4]=[CH:3][CH:2]=1.[Br:19][C:20]1[CH:21]=[C:22]([CH:25]=[CH:26][CH:27]=1)[CH2:23][Cl:24]. Product: [ClH:24].[Br:19][C:20]1[CH:21]=[C:22]([CH:25]=[CH:26][CH:27]=1)[CH2:23][S:18][C:9]1[NH:8][C@H:7]([C:1]2[CH:2]=[CH:3][CH:4]=[CH:5][CH:6]=2)[C@H:11]([C:12]2[CH:13]=[CH:14][CH:15]=[CH:16][CH:17]=2)[N:10]=1. The catalyst class is: 14. (7) The catalyst class is: 21. Product: [OH:1][C:2]1[C:7]([CH2:8][CH2:9][CH3:10])=[C:6]([O:11][CH2:22][C:21]2[CH:24]=[CH:25][C:18]([N+:15]([O-:17])=[O:16])=[CH:19][CH:20]=2)[CH:5]=[CH:4][C:3]=1[C:12](=[O:14])[CH3:13]. Reactant: [OH:1][C:2]1[C:7]([CH2:8][CH2:9][CH3:10])=[C:6]([OH:11])[CH:5]=[CH:4][C:3]=1[C:12](=[O:14])[CH3:13].[N+:15]([C:18]1[CH:25]=[CH:24][C:21]([CH2:22]Br)=[CH:20][CH:19]=1)([O-:17])=[O:16].C([O-])([O-])=O.[K+].[K+]. (8) Reactant: C([O:8][CH2:9][C:10]1[N:14]([CH2:15][CH2:16][CH:17]([CH3:19])[CH3:18])[C:13]2[CH:20]=[CH:21][C:22]([C:24]#[N:25])=[CH:23][C:12]=2[N:11]=1)C1C=CC=CC=1. Product: [NH2:25][CH2:24][C:22]1[CH:21]=[CH:20][C:13]2[N:14]([CH2:15][CH2:16][CH:17]([CH3:18])[CH3:19])[C:10]([CH2:9][OH:8])=[N:11][C:12]=2[CH:23]=1. The catalyst class is: 750.